This data is from Peptide-MHC class I binding affinity with 185,985 pairs from IEDB/IMGT. The task is: Regression. Given a peptide amino acid sequence and an MHC pseudo amino acid sequence, predict their binding affinity value. This is MHC class I binding data. The peptide sequence is RYSHWTKL. The MHC is HLA-A29:02 with pseudo-sequence HLA-A29:02. The binding affinity (normalized) is 0.0847.